Dataset: Catalyst prediction with 721,799 reactions and 888 catalyst types from USPTO. Task: Predict which catalyst facilitates the given reaction. (1) Reactant: [F:1][C:2]1([C:15]2[S:16][CH:17]=[C:18]([C:20]3[CH2:24][CH:23]([CH:25]([O:32][CH3:33])[C:26]4[CH:31]=[CH:30][CH:29]=[CH:28][CH:27]=4)[O:22][N:21]=3)[N:19]=2)[CH2:7][CH2:6][N:5](C(OC(C)(C)C)=O)[CH2:4][CH2:3]1.[ClH:34]. Product: [Cl-:34].[F:1][C:2]1([C:15]2[S:16][CH:17]=[C:18]([C:20]3[CH2:24][CH:23]([CH:25]([O:32][CH3:33])[C:26]4[CH:31]=[CH:30][CH:29]=[CH:28][CH:27]=4)[O:22][N:21]=3)[N:19]=2)[CH2:7][CH2:6][NH2+:5][CH2:4][CH2:3]1. The catalyst class is: 12. (2) Reactant: CN(C(ON1N=NC2C=CC=NC1=2)=[N+](C)C)C.F[P-](F)(F)(F)(F)F.[C:25]([N:35]([CH3:41])[C@H:36]([C:38]([OH:40])=O)[CH3:37])([O:27][CH2:28][C:29]1[CH:34]=[CH:33][CH:32]=[CH:31][CH:30]=1)=[O:26].CCN(C(C)C)C(C)C.[NH2:51][CH:52]([C:78]([CH3:81])([CH3:80])[CH3:79])[C:53]([N:55]1[CH2:59][CH2:58][CH:57]2[N:60]([CH:72]3[CH2:77][CH2:76][O:75][CH2:74][CH2:73]3)[CH2:61][CH:62]([O:63][C:64]3[CH:69]=[CH:68][C:67]([F:70])=[C:66]([F:71])[CH:65]=3)[CH:56]12)=[O:54]. Product: [CH2:28]([O:27][C:25](=[O:26])[N:35]([CH:36]([C:38](=[O:40])[NH:51][CH:52]([C:53]([N:55]1[CH2:59][CH2:58][CH:57]2[N:60]([CH:72]3[CH2:77][CH2:76][O:75][CH2:74][CH2:73]3)[CH2:61][CH:62]([O:63][C:64]3[CH:69]=[CH:68][C:67]([F:70])=[C:66]([F:71])[CH:65]=3)[CH:56]12)=[O:54])[C:78]([CH3:80])([CH3:79])[CH3:81])[CH3:37])[CH3:41])[C:29]1[CH:30]=[CH:31][CH:32]=[CH:33][CH:34]=1. The catalyst class is: 37. (3) Reactant: I[C:2]1[CH:3]=[CH:4][C:5]2[NH:11][C:10]3[N:12]=[C:13]([C:16]([F:19])([F:18])[F:17])[CH:14]=[CH:15][C:9]=3[CH2:8][N:7]([S:20]([C:23]3[CH:28]=[CH:27][C:26]([O:29][C:30]([F:33])([F:32])[F:31])=[CH:25][CH:24]=3)(=[O:22])=[O:21])[C:6]=2[CH:34]=1.[CH:35]([Mg]Cl)([CH3:37])C.Cl.[C:41]([O-])([OH:43])=[O:42].[Na+]. Product: [F:31][C:30]([F:33])([F:32])[O:29][C:26]1[CH:27]=[CH:28][C:23]([S:20]([N:7]2[C:6]3[CH:34]=[C:2]([C:41]([O:43][CH2:35][CH3:37])=[O:42])[CH:3]=[CH:4][C:5]=3[NH:11][C:10]3[N:12]=[C:13]([C:16]([F:19])([F:18])[F:17])[CH:14]=[CH:15][C:9]=3[CH2:8]2)(=[O:22])=[O:21])=[CH:24][CH:25]=1. The catalyst class is: 1. (4) Reactant: [CH3:1][O:2][C:3]1[CH:8]=[CH:7][CH:6]=[CH:5][C:4]=1O. Product: [C:1]1([O:2][C:3]2[CH:8]=[CH:7][CH:6]=[CH:5][CH:4]=2)[CH:7]=[CH:8][CH:3]=[CH:4][CH:5]=1. The catalyst class is: 17. (5) Reactant: [NH2:1][C:2]1[N:7]([CH2:8][CH:9]2[CH2:13][CH2:12][CH2:11][O:10]2)[C:6](=[S:14])[NH:5][C:4](=[O:15])[CH:3]=1.[N:16]([O-])=[O:17].[Na+]. Product: [NH2:1][C:2]1[N:7]([CH2:8][CH:9]2[CH2:13][CH2:12][CH2:11][O:10]2)[C:6](=[S:14])[NH:5][C:4](=[O:15])[C:3]=1[N:16]=[O:17]. The catalyst class is: 15. (6) Reactant: [C:1]([O:5][C:6]([N:8]1[CH2:13][CH2:12][N:11]([CH2:14][C:15]([N:17]2[C:25]3[C:20](=[CH:21][C:22]([F:27])=[C:23](Br)[CH:24]=3)[CH2:19][CH2:18]2)=[O:16])[CH2:10][C@H:9]1[CH3:28])=[O:7])([CH3:4])([CH3:3])[CH3:2].[C:29]1([S:35]([O-:37])=[O:36])[CH:34]=[CH:33][CH:32]=[CH:31][CH:30]=1.[Na+].CNCCNC. Product: [C:1]([O:5][C:6]([N:8]1[CH2:13][CH2:12][N:11]([CH2:14][C:15]([N:17]2[C:25]3[C:20](=[CH:21][C:22]([F:27])=[C:23]([S:35]([C:29]4[CH:34]=[CH:33][CH:32]=[CH:31][CH:30]=4)(=[O:37])=[O:36])[CH:24]=3)[CH2:19][CH2:18]2)=[O:16])[CH2:10][C@H:9]1[CH3:28])=[O:7])([CH3:4])([CH3:3])[CH3:2]. The catalyst class is: 16. (7) Reactant: C([CH:4]1[CH2:13][C:12]2[C:7](=[CH:8][CH:9]=[C:10]([O:16][CH3:17])[C:11]=2[O:14][CH3:15])[CH2:6][C:5]1=O)C=C.[CH3:19][NH2:20].[CH3:21][C:22]([OH:24])=O. Product: [CH3:15][O:14][C:11]1[C:12]2[CH2:13][CH:4]3[C:5](=[CH:6][C:7]=2[CH:8]=[CH:9][C:10]=1[O:16][CH3:17])[N:20]([CH3:19])[C:22](=[O:24])[CH2:21]3. The catalyst class is: 11.